From a dataset of Catalyst prediction with 721,799 reactions and 888 catalyst types from USPTO. Predict which catalyst facilitates the given reaction. (1) Reactant: [C:1]1(=[O:8])[O:7][CH2:6][CH2:5][CH2:4][CH2:3][CH2:2]1.[OH-:9].[Na+:10]. Product: [OH:9][CH2:6][CH2:5][CH2:4][CH2:3][CH2:2][C:1]([O-:7])=[O:8].[Na+:10]. The catalyst class is: 6. (2) Reactant: CC(OC(/N=N/C(OC(C)C)=O)=O)C.[OH:15][CH2:16][CH2:17][C@H:18]([CH:20]1[CH2:25][CH2:24][N:23]([C:26]([O:28][C:29]([CH3:32])([CH3:31])[CH3:30])=[O:27])[CH2:22][CH2:21]1)[CH3:19].[CH2:33]([O:35][C:36](=[O:45])[C:37]1[CH:42]=[CH:41][C:40](O)=[N:39][C:38]=1[CH3:44])[CH3:34].C1C=CC(P(C2C=CC=CC=2)C2C=CC=CC=2)=CC=1. Product: [CH2:33]([O:35][C:36](=[O:45])[C:37]1[CH:42]=[CH:41][C:40]([O:15][CH2:16][CH2:17][C@H:18]([CH:20]2[CH2:21][CH2:22][N:23]([C:26]([O:28][C:29]([CH3:31])([CH3:30])[CH3:32])=[O:27])[CH2:24][CH2:25]2)[CH3:19])=[N:39][C:38]=1[CH3:44])[CH3:34]. The catalyst class is: 1. (3) Reactant: Br[CH2:2]/[CH:3]=[CH:4]/[C:5]([OH:7])=O.Cl.[O:9]1[CH2:15][CH2:14][CH2:13][NH:12][CH2:11][CH2:10]1.CCN(C(C)C)C(C)C.[Cl:25][C:26]1[CH:27]=[C:28]([NH:33][C:34]2[C:39]([C:40]#[N:41])=[CH:38][N:37]=[C:36]3[S:42][C:43]4[CH2:44][NH:45][CH2:46][CH2:47][C:48]=4[C:35]=23)[CH:29]=[CH:30][C:31]=1[Cl:32].CCN=C=NCCCN(C)C. Product: [Cl:25][C:26]1[CH:27]=[C:28]([NH:33][C:34]2[C:39]([C:40]#[N:41])=[CH:38][N:37]=[C:36]3[S:42][C:43]4[CH2:44][N:45]([C:5](=[O:7])/[CH:4]=[CH:3]/[CH2:2][N:12]5[CH2:13][CH2:14][CH2:15][O:9][CH2:10][CH2:11]5)[CH2:46][CH2:47][C:48]=4[C:35]=23)[CH:29]=[CH:30][C:31]=1[Cl:32]. The catalyst class is: 34. (4) Reactant: [Cl:1][C:2]1[N:7]=[C:6]([N:8]([CH3:13])[CH2:9][CH2:10][CH2:11][OH:12])[C:5]([CH3:14])=[CH:4][N:3]=1.O[C:16]1[CH:17]=[C:18]2[C:22](=[CH:23][CH:24]=1)[NH:21][CH:20]=[CH:19]2.C1(P(C2C=CC=CC=2)C2C=CC=CC=2)C=CC=CC=1.N(C(N1CCCCC1)=O)=NC(N1CCCCC1)=O. The catalyst class is: 317. Product: [Cl:1][C:2]1[N:7]=[C:6]([N:8]([CH2:9][CH2:10][CH2:11][O:12][C:16]2[CH:17]=[C:18]3[C:22](=[CH:23][CH:24]=2)[NH:21][CH:20]=[CH:19]3)[CH3:13])[C:5]([CH3:14])=[CH:4][N:3]=1.